This data is from Reaction yield outcomes from USPTO patents with 853,638 reactions. The task is: Predict the reaction yield, written as a fraction of the theoretical maximum amount of product (1.0 means a 100% yield; for example, 0.34 means a 34% yield). (1) The reactants are [OH:1][C:2]1[N:3]([C:18]2[CH:23]=[CH:22][C:21]([CH2:24][N:25]3[CH2:30][CH2:29][NH:28][CH2:27][CH2:26]3)=[CH:20][CH:19]=2)[C:4]([C:7]2[CH:12]=[C:11]([CH:13]([CH3:15])[CH3:14])[C:10]([OH:16])=[CH:9][C:8]=2[OH:17])=[N:5][N:6]=1.[CH3:31][N:32]([CH2:40][CH2:41][CH2:42][CH:43]=O)[C:33](=[O:39])[O:34][C:35]([CH3:38])([CH3:37])[CH3:36].[BH3-]C#N.[Na+]. The catalyst is CO.C(O)(=O)C. The product is [C:35]([O:34][C:33](=[O:39])[N:32]([CH2:40][CH2:41][CH2:42][CH2:43][N:28]1[CH2:27][CH2:26][N:25]([CH2:24][C:21]2[CH:20]=[CH:19][C:18]([N:3]3[C:2]([OH:1])=[N:6][N:5]=[C:4]3[C:7]3[CH:12]=[C:11]([CH:13]([CH3:15])[CH3:14])[C:10]([OH:16])=[CH:9][C:8]=3[OH:17])=[CH:23][CH:22]=2)[CH2:30][CH2:29]1)[CH3:31])([CH3:38])([CH3:37])[CH3:36]. The yield is 0.720. (2) The reactants are [CH:1]1([CH2:7][NH:8][C:9]2[CH:14]=[CH:13][C:12]([NH:15][C:16](=[O:18])[CH3:17])=[CH:11][C:10]=2[N+:19]([O-])=O)[CH2:6][CH2:5][CH2:4][CH2:3][CH2:2]1. The catalyst is C(OCC)(=O)C.[Pd]. The product is [NH2:19][C:10]1[CH:11]=[C:12]([NH:15][C:16](=[O:18])[CH3:17])[CH:13]=[CH:14][C:9]=1[NH:8][CH2:7][CH:1]1[CH2:6][CH2:5][CH2:4][CH2:3][CH2:2]1. The yield is 0.970. (3) The reactants are [Cl:1][C:2]1[CH:3]=[CH:4][C:5]([N+:17]([O-])=O)=[C:6]([CH:16]=1)[C:7]([NH:9][C:10]1[CH:15]=[CH:14][CH:13]=[CH:12][N:11]=1)=[O:8]. The catalyst is C1COCC1.C(OCC)(=O)C.[Ni]. The product is [NH2:17][C:5]1[CH:4]=[CH:3][C:2]([Cl:1])=[CH:16][C:6]=1[C:7]([NH:9][C:10]1[CH:15]=[CH:14][CH:13]=[CH:12][N:11]=1)=[O:8]. The yield is 0.670.